Predict the product of the given reaction. From a dataset of Forward reaction prediction with 1.9M reactions from USPTO patents (1976-2016). (1) Given the reactants FC1C=CC(C2N=C(C([N:20]3[CH2:29][CH2:28][C:27]4[C:22](=[CH:23][CH:24]=[CH:25][C:26]=4[OH:30])[CH2:21]3)=O)C3C(=CC=CC=3)N=2)=CC=1.F[C:32]1C=CC(C2N=C(C(O)=O)C3C(=CC=CC=3)N=2)=CC=1.Cl.OC1C=CC=C2C=1CCNC2, predict the reaction product. The product is: [OH:30][C:26]1[C:25]([CH3:32])=[CH:24][CH:23]=[C:22]2[C:27]=1[CH2:28][CH2:29][NH:20][CH2:21]2. (2) Given the reactants C(N(CC)CC)C.Cl[C:9](OC1C=CC([N+]([O-])=O)=CC=1)=[O:10].[C:21]([NH:25][C:26]([C:28]1[CH:32]=[C:31]([C:33]2[CH:38]=[CH:37][C:36]([CH2:39][NH2:40])=[CH:35][N:34]=2)[N:30]([C:41]2[CH:46]=[CH:45][CH:44]=[CH:43][CH:42]=2)[N:29]=1)=[O:27])([CH3:24])([CH3:23])[CH3:22].[NH:47]1[CH2:52][CH2:51][O:50][CH2:49][CH2:48]1, predict the reaction product. The product is: [C:21]([NH:25][C:26]([C:28]1[CH:32]=[C:31]([C:33]2[N:34]=[CH:35][C:36]([CH2:39][NH:40][C:9]([N:47]3[CH2:52][CH2:51][O:50][CH2:49][CH2:48]3)=[O:10])=[CH:37][CH:38]=2)[N:30]([C:41]2[CH:46]=[CH:45][CH:44]=[CH:43][CH:42]=2)[N:29]=1)=[O:27])([CH3:24])([CH3:22])[CH3:23]. (3) Given the reactants FC(F)(F)S(O[C:7]1[CH:12]=[C:11]([C:13]2[CH:18]=[C:17]([N:19]3[CH2:24][CH2:23][O:22][CH2:21][C@H:20]3[CH3:25])[N:16]=[C:15]([NH:26][CH3:27])[N:14]=2)[CH:10]=[C:9]([F:28])[C:8]=1[C:29]#[N:30])(=O)=O.[O:33]1[CH:37]=[CH:36][CH:35]=[C:34]1B(O)O.C(Cl)Cl.[O-]P([O-])([O-])=O.[K+].[K+].[K+], predict the reaction product. The product is: [F:28][C:9]1[CH:10]=[C:11]([C:13]2[CH:18]=[C:17]([N:19]3[CH2:24][CH2:23][O:22][CH2:21][C@H:20]3[CH3:25])[N:16]=[C:15]([NH:26][CH3:27])[N:14]=2)[CH:12]=[C:7]([C:34]2[O:33][CH:37]=[CH:36][CH:35]=2)[C:8]=1[C:29]#[N:30]. (4) The product is: [OH:10][CH:8]([C:7]1[CH:6]=[CH:5][N:4]=[CH:3][C:2]=1[C:18]1[CH:19]=[CH:20][C:15]2[O:14][C:13](=[O:30])[N:12]([CH3:11])[C:16]=2[CH:17]=1)[CH3:9]. Given the reactants Br[C:2]1[CH:3]=[N:4][CH:5]=[CH:6][C:7]=1[CH:8]([OH:10])[CH3:9].[CH3:11][N:12]1[C:16]2[CH:17]=[C:18](B3OC(C)(C)C(C)(C)O3)[CH:19]=[CH:20][C:15]=2[O:14][C:13]1=[O:30].C(=O)([O-])[O-].[Na+].[Na+], predict the reaction product. (5) Given the reactants [F:1][C:2]1[C:11]([CH3:12])=[C:10]2[C:5]([CH:6]=[C:7]([C@@H:25]([NH2:27])[CH3:26])[C:8]([N:13]3[CH2:18][CH2:17][N:16]([C:19]4[CH:24]=[CH:23][CH:22]=[CH:21][N:20]=4)[CH2:15][CH2:14]3)=[N:9]2)=[CH:4][CH:3]=1.Cl[C:29]1[C:30]2[N:38]=[CH:37][CH:36]=[CH:35][C:31]=2[N:32]=[CH:33][N:34]=1.CCN(C(C)C)C(C)C, predict the reaction product. The product is: [F:1][C:2]1[C:11]([CH3:12])=[C:10]2[C:5]([CH:6]=[C:7]([C@@H:25]([NH:27][C:29]3[C:30]4[N:38]=[CH:37][CH:36]=[CH:35][C:31]=4[N:32]=[CH:33][N:34]=3)[CH3:26])[C:8]([N:13]3[CH2:14][CH2:15][N:16]([C:19]4[CH:24]=[CH:23][CH:22]=[CH:21][N:20]=4)[CH2:17][CH2:18]3)=[N:9]2)=[CH:4][CH:3]=1. (6) Given the reactants [CH2:1]1[CH:5]2[CH2:6][C:7](=[O:9])[CH2:8][CH:4]2[CH2:3][NH:2]1.[I-].CN1C=C[N+]([C:17]([N:19]2[CH2:24][CH2:23][CH2:22][CH2:21][CH2:20]2)=[O:18])=C1.C(N(CC)CC)C.O, predict the reaction product. The product is: [N:19]1([C:17]([N:2]2[CH2:3][CH:4]3[CH2:8][C:7](=[O:9])[CH2:6][CH:5]3[CH2:1]2)=[O:18])[CH2:24][CH2:23][CH2:22][CH2:21][CH2:20]1. (7) Given the reactants [CH3:1][O:2][C:3](=[O:29])[CH2:4][C:5]1[CH:10]=[CH:9][C:8]([CH3:11])=[C:7]([O:12][C:13]2[CH:18]=[CH:17][C:16]([N+:19]([O-])=O)=[CH:15][C:14]=2[CH2:22][S:23][CH2:24][C:25]([F:28])([F:27])[F:26])[CH:6]=1.COC(=O)CC1C=CC(C)=C(OC2C=CC(N)=CC=2CSCC(F)(F)F)C=1.[C:57](Cl)(=[O:62])[C:58]([CH3:61])([CH3:60])[CH3:59], predict the reaction product. The product is: [CH3:1][O:2][C:3](=[O:29])[CH2:4][C:5]1[CH:10]=[CH:9][C:8]([CH3:11])=[C:7]([O:12][C:13]2[CH:18]=[CH:17][C:16]([NH:19][C:57](=[O:62])[C:58]([CH3:61])([CH3:60])[CH3:59])=[CH:15][C:14]=2[CH2:22][S:23][CH2:24][C:25]([F:28])([F:27])[F:26])[CH:6]=1. (8) Given the reactants C(N(CC)CC)C.[O:8]=[C:9]1[N:15]([CH:16]2[CH2:21][CH2:20][N:19]([C:22]([O:24][C@@H:25]([C:39](O)=[O:40])[CH2:26][C:27]3[CH:32]=[C:31]([C:33]([F:36])([F:35])[F:34])[C:30]([NH2:37])=[C:29]([Cl:38])[CH:28]=3)=[O:23])[CH2:18][CH2:17]2)[CH2:14][CH2:13][C:12]2[CH:42]=[CH:43][CH:44]=[CH:45][C:11]=2[NH:10]1.[CH2:46]([O:48][C:49](=[O:64])[CH2:50][O:51][CH:52]1[CH2:57][CH2:56][N:55]([CH:58]2[CH2:63][CH2:62][NH:61][CH2:60][CH2:59]2)[CH2:54][CH2:53]1)[CH3:47].CN(C(ON1N=NC2C=CC=CC1=2)=[N+](C)C)C.[B-](F)(F)(F)F.C([O-])(O)=O.[Na+], predict the reaction product. The product is: [O:8]=[C:9]1[N:15]([CH:16]2[CH2:17][CH2:18][N:19]([C:22]([O:24][C@H:25]([CH2:26][C:27]3[CH:32]=[C:31]([C:33]([F:35])([F:36])[F:34])[C:30]([NH2:37])=[C:29]([Cl:38])[CH:28]=3)[C:39]([N:61]3[CH2:60][CH2:59][CH:58]([N:55]4[CH2:56][CH2:57][CH:52]([O:51][CH2:50][C:49]([O:48][CH2:46][CH3:47])=[O:64])[CH2:53][CH2:54]4)[CH2:63][CH2:62]3)=[O:40])=[O:23])[CH2:20][CH2:21]2)[CH2:14][CH2:13][C:12]2[CH:42]=[CH:43][CH:44]=[CH:45][C:11]=2[NH:10]1. (9) Given the reactants [NH:1]([C:3]([O:5][C:6]([CH3:9])([CH3:8])[CH3:7])=[O:4])[NH2:2].[F:10][C:11]1[CH:16]=[CH:15][C:14]([C:17](=O)[CH2:18][CH2:19][CH2:20][C:21]([OH:23])=[O:22])=[CH:13][CH:12]=1, predict the reaction product. The product is: [C:6]([O:5][C:3]([NH:1][N:2]=[C:17]([C:14]1[CH:15]=[CH:16][C:11]([F:10])=[CH:12][CH:13]=1)[CH2:18][CH2:19][CH2:20][C:21]([OH:23])=[O:22])=[O:4])([CH3:9])([CH3:8])[CH3:7].